Task: Predict the product of the given reaction.. Dataset: Forward reaction prediction with 1.9M reactions from USPTO patents (1976-2016) (1) Given the reactants F[C:2]1[CH:3]=[C:4]([CH3:12])[CH:5]=[C:6]([F:11])[C:7]=1[N+:8]([O-:10])=[O:9].C(N(C(C)C)CC)(C)C.Cl.Cl.[CH2:24]([O:26][C@H:27]1[CH2:32][CH2:31][C@H:30]([N:33]2[CH2:38][CH2:37][CH:36]([NH2:39])[CH2:35][CH2:34]2)[CH2:29][CH2:28]1)[CH3:25], predict the reaction product. The product is: [F:11][C:6]1[C:7]([N+:8]([O-:10])=[O:9])=[C:2]([NH:39][CH:36]2[CH2:35][CH2:34][N:33]([C@H:30]3[CH2:31][CH2:32][C@H:27]([O:26][CH2:24][CH3:25])[CH2:28][CH2:29]3)[CH2:38][CH2:37]2)[CH:3]=[C:4]([CH3:12])[CH:5]=1. (2) The product is: [CH3:20][O:19][C:17]([C:16]1[CH:21]=[CH:22][C:23]2[NH:24][C:11]([NH:10][C:5]3[CH:6]=[CH:7][CH:8]=[CH:9][C:4]=3[CH:1]([CH3:3])[CH3:2])=[N:13][C:14]=2[CH:15]=1)=[O:18]. Given the reactants [CH:1]([C:4]1[CH:9]=[CH:8][CH:7]=[CH:6][C:5]=1[N:10]=[C:11]=S)([CH3:3])[CH3:2].[NH2:13][C:14]1[CH:15]=[C:16]([CH:21]=[CH:22][C:23]=1[NH2:24])[C:17]([O:19][CH3:20])=[O:18], predict the reaction product. (3) Given the reactants [C:1]([CH:5]1[CH2:10][CH2:9][CH:8]([O:11][C:12]2[CH:13]=[C:14]3[C:19](=[CH:20][CH:21]=2)[CH:18]=[C:17]([CH2:22][N:23]2[CH2:28][CH2:27][C:26]([CH2:32]C)([C:29]([OH:31])=[O:30])[CH2:25][CH2:24]2)[CH:16]=[CH:15]3)[CH2:7][CH2:6]1)([CH3:4])([CH3:3])[CH3:2].N1CCCC(C(O)=O)CC1.C(=O)([O-])[O-].CO.C(C1CCC(OC2C=C3C(=CC=2)C=C(C=O)C=C3)CC1)(C)(C)C.C(O)(=O)C, predict the reaction product. The product is: [C:1]([CH:5]1[CH2:10][CH2:9][CH:8]([O:11][C:12]2[CH:13]=[C:14]3[C:19](=[CH:20][CH:21]=2)[CH:18]=[C:17]([CH2:22][N:23]2[CH2:24][CH2:25][CH2:32][CH:26]([C:29]([OH:31])=[O:30])[CH2:27][CH2:28]2)[CH:16]=[CH:15]3)[CH2:7][CH2:6]1)([CH3:3])([CH3:4])[CH3:2]. (4) Given the reactants [Br:1][C:2]1[C:11]2[C:6](=[CH:7][CH:8]=[CH:9][CH:10]=2)[CH:5]=[C:4]([C:12]([NH2:14])=[O:13])[CH:3]=1.Cl[C:16]([S:18]Cl)=[O:17].O, predict the reaction product. The product is: [Br:1][C:2]1[C:11]2[C:6](=[CH:7][CH:8]=[CH:9][CH:10]=2)[CH:5]=[C:4]([C:12]2[O:13][C:16](=[O:17])[S:18][N:14]=2)[CH:3]=1.